Task: Regression. Given two drug SMILES strings and cell line genomic features, predict the synergy score measuring deviation from expected non-interaction effect.. Dataset: NCI-60 drug combinations with 297,098 pairs across 59 cell lines (1) Drug 1: CC1=C(C=C(C=C1)NC(=O)C2=CC=C(C=C2)CN3CCN(CC3)C)NC4=NC=CC(=N4)C5=CN=CC=C5. Drug 2: COC1=C2C(=CC3=C1OC=C3)C=CC(=O)O2. Cell line: OVCAR-5. Synergy scores: CSS=7.49, Synergy_ZIP=1.65, Synergy_Bliss=-0.402, Synergy_Loewe=-2.01, Synergy_HSA=0.750. (2) Drug 1: CN(CC1=CN=C2C(=N1)C(=NC(=N2)N)N)C3=CC=C(C=C3)C(=O)NC(CCC(=O)O)C(=O)O. Drug 2: C1CNP(=O)(OC1)N(CCCl)CCCl. Cell line: CAKI-1. Synergy scores: CSS=-20.4, Synergy_ZIP=12.2, Synergy_Bliss=2.13, Synergy_Loewe=-16.0, Synergy_HSA=-16.9.